Task: Predict which catalyst facilitates the given reaction.. Dataset: Catalyst prediction with 721,799 reactions and 888 catalyst types from USPTO (1) Product: [C:1]([O:5][C:6]([N:8]1[CH2:13][C@H:12]([CH2:14][N:15]2[CH2:20][CH2:19][O:18][CH2:17][C:16]2=[O:21])[NH:11][CH2:10][C@H:9]1[CH3:29])=[O:7])([CH3:4])([CH3:2])[CH3:3]. Reactant: [C:1]([O:5][C:6]([N:8]1[CH2:13][C@H:12]([CH2:14][N:15]2[CH2:20][CH2:19][O:18][CH2:17][C:16]2=[O:21])[N:11](CC2C=CC=CC=2)[CH2:10][C@H:9]1[CH3:29])=[O:7])([CH3:4])([CH3:3])[CH3:2]. The catalyst class is: 331. (2) The catalyst class is: 263. Reactant: Br[C:2]1[CH:20]=[CH:19][C:5]([O:6][CH2:7][CH:8]2[CH2:13][CH2:12][N:11]([CH2:14][C:15]([F:18])([CH3:17])[CH3:16])[CH2:10][CH2:9]2)=[CH:4][C:3]=1[F:21].[CH3:22][O:23][C:24]([C:26]1[CH:31]=[CH:30][C:29](B(O)O)=[CH:28][CH:27]=1)=[O:25].C([O-])([O-])=O.[Cs+].[Cs+]. Product: [F:21][C:3]1[CH:4]=[C:5]([O:6][CH2:7][CH:8]2[CH2:13][CH2:12][N:11]([CH2:14][C:15]([F:18])([CH3:17])[CH3:16])[CH2:10][CH2:9]2)[CH:19]=[CH:20][C:2]=1[C:29]1[CH:30]=[CH:31][C:26]([C:24]([O:23][CH3:22])=[O:25])=[CH:27][CH:28]=1. (3) Reactant: [N:1]1([CH2:7][C:8]2[CH:24]=[CH:23][C:11]([CH2:12][S:13][C:14]3[CH:22]=[CH:21][C:17]([C:18](O)=[O:19])=[CH:16][CH:15]=3)=[CH:10][CH:9]=2)[CH2:6][CH2:5][O:4][CH2:3][CH2:2]1.CN(C(ON1N=NC2C=CC=NC1=2)=[N+](C)C)C.F[P-](F)(F)(F)(F)F.CCN(C(C)C)C(C)C.[NH2:58][C@H:59]([C:63]([O:65][CH3:66])=[O:64])[C@@H:60]([CH3:62])[OH:61].Cl. Product: [CH3:66][O:65][C:63](=[O:64])[C@@H:59]([NH:58][C:18](=[O:19])[C:17]1[CH:16]=[CH:15][C:14]([S:13][CH2:12][C:11]2[CH:23]=[CH:24][C:8]([CH2:7][N:1]3[CH2:2][CH2:3][O:4][CH2:5][CH2:6]3)=[CH:9][CH:10]=2)=[CH:22][CH:21]=1)[C@H:60]([OH:61])[CH3:62]. The catalyst class is: 31. (4) Reactant: [CH3:1][O:2][C:3](=[O:14])[CH2:4][NH:5][CH2:6][CH2:7][N:8]1[CH2:13][CH2:12][O:11][CH2:10][CH2:9]1.C(N(CC)CC)C.Br.[Br:23][C:24]1[CH:25]=[C:26]([CH2:31]Br)[C:27]([NH2:30])=[N:28][CH:29]=1. Product: [CH3:1][O:2][C:3](=[O:14])[CH2:4][N:5]([CH2:31][C:26]1[C:27]([NH2:30])=[N:28][CH:29]=[C:24]([Br:23])[CH:25]=1)[CH2:6][CH2:7][N:8]1[CH2:13][CH2:12][O:11][CH2:10][CH2:9]1. The catalyst class is: 18. (5) Reactant: [Br:1][C:2]1[C:3]([CH3:11])=[C:4]2[C:8](=[CH:9][CH:10]=1)[NH:7][N:6]=[CH:5]2.C(=O)([O-])[O-].[Cs+].[Cs+].Br[CH2:19][CH2:20][CH2:21][C:22]([O:24][CH2:25][CH3:26])=[O:23]. Product: [Br:1][C:2]1[C:3]([CH3:11])=[C:4]2[C:8](=[CH:9][CH:10]=1)[N:7]([CH2:19][CH2:20][CH2:21][C:22]([O:24][CH2:25][CH3:26])=[O:23])[N:6]=[CH:5]2. The catalyst class is: 3. (6) Reactant: [Cl:1][C:2]1[N:10]=[C:9]2[C:5]([N:6]([CH2:21][C@H:22]3[CH2:27][CH2:26][C@H:25]([CH3:28])[CH2:24][CH2:23]3)[C:7]([C:11]3([C:15]4[CH:20]=[CH:19][CH:18]=[CH:17][CH:16]=4)[CH2:14][CH2:13][CH2:12]3)=[N:8]2)=[C:4](Cl)[N:3]=1.[CH:30]1([C@H:34]([NH2:36])[CH3:35])[CH2:33][CH2:32][CH2:31]1. Product: [Cl:1][C:2]1[N:10]=[C:9]2[C:5]([N:6]([CH2:21][C@H:22]3[CH2:27][CH2:26][C@H:25]([CH3:28])[CH2:24][CH2:23]3)[C:7]([C:11]3([C:15]4[CH:16]=[CH:17][CH:18]=[CH:19][CH:20]=4)[CH2:12][CH2:13][CH2:14]3)=[N:8]2)=[C:4]([NH:36][C@@H:34]([CH:30]2[CH2:33][CH2:32][CH2:31]2)[CH3:35])[N:3]=1. The catalyst class is: 8. (7) The catalyst class is: 37. Product: [NH2:1][C:2]1[C:3]([F:23])=[CH:4][C:5]([Cl:22])=[C:6]([C:8]2[C:9](=[O:21])[N:10]([CH2:19][CH3:20])[C:11]3[C:16]([CH:17]=2)=[CH:15][N:14]=[C:13]([NH:31][CH:28]2[CH2:29][CH2:30][N:25]([CH3:24])[CH2:26][CH2:27]2)[CH:12]=3)[CH:7]=1. Reactant: [NH2:1][C:2]1[C:3]([F:23])=[CH:4][C:5]([Cl:22])=[C:6]([C:8]2[C:9](=[O:21])[N:10]([CH2:19][CH3:20])[C:11]3[C:16]([CH:17]=2)=[CH:15][N:14]=[C:13](Cl)[CH:12]=3)[CH:7]=1.[CH3:24][N:25]1[CH2:30][CH2:29][CH:28]([NH2:31])[CH2:27][CH2:26]1.C1CCN2C(=NCCC2)CC1. (8) Reactant: [F:1][C:2]1[CH:8]=[C:7]([F:9])[CH:6]=[CH:5][C:3]=1[NH2:4].[N+:10]([O-:13])([OH:12])=[O:11].[N:14]#[C:15][NH2:16]. Product: [N+:10]([O-:13])([OH:12])=[O:11].[F:1][C:2]1[CH:8]=[C:7]([F:9])[CH:6]=[CH:5][C:3]=1[NH:4][C:15]([NH2:16])=[NH:14]. The catalyst class is: 14. (9) Reactant: [CH3:1][C@H:2]1[CH:7]2[CH2:8][CH2:9][C:10]3[C:14]([C@@:6]2([C:15]2[CH:20]=[CH:19][CH:18]=[CH:17][CH:16]=2)[CH:5]=[C:4]([C:21]#[N:22])[C:3]1=[O:23])=[N:13][NH:12][CH:11]=3.C(N(CC)CC)C.[C:31](Cl)(=[O:33])[CH3:32]. Product: [C:31]([N:12]1[CH:11]=[C:10]2[C:14]([C@@:6]3([C:15]4[CH:20]=[CH:19][CH:18]=[CH:17][CH:16]=4)[CH:5]=[C:4]([C:21]#[N:22])[C:3](=[O:23])[C@@H:2]([CH3:1])[C@@H:7]3[CH2:8][CH2:9]2)=[N:13]1)(=[O:33])[CH3:32]. The catalyst class is: 7.